From a dataset of Peptide-MHC class I binding affinity with 185,985 pairs from IEDB/IMGT. Regression. Given a peptide amino acid sequence and an MHC pseudo amino acid sequence, predict their binding affinity value. This is MHC class I binding data. The peptide sequence is GLFPVSIPI. The MHC is HLA-A02:01 with pseudo-sequence HLA-A02:01. The binding affinity (normalized) is 0.930.